From a dataset of Full USPTO retrosynthesis dataset with 1.9M reactions from patents (1976-2016). Predict the reactants needed to synthesize the given product. (1) Given the product [Cl:50][C:51]1[CH:57]=[CH:56][C:54]([NH:55][C:23]([C:20]2[C:19]3[CH:26]=[CH:27][C:16]([O:15][C:6]4[C:5]5[C:10](=[CH:11][C:12]([O:13][CH3:14])=[C:3]([O:2][CH3:1])[CH:4]=5)[N:9]=[CH:8][CH:7]=4)=[CH:17][C:18]=3[O:22][CH:21]=2)=[O:24])=[CH:53][CH:52]=1, predict the reactants needed to synthesize it. The reactants are: [CH3:1][O:2][C:3]1[CH:4]=[C:5]2[C:10](=[CH:11][C:12]=1[O:13][CH3:14])[N:9]=[CH:8][CH:7]=[C:6]2[O:15][C:16]1[CH:27]=[CH:26][C:19]2[C:20]([C:23](O)=[O:24])=[CH:21][O:22][C:18]=2[CH:17]=1.F[B-](F)(F)F.N1(OC(N(C)C)=[N+](C)C)C2C=CC=CC=2N=N1.[Cl:50][C:51]1[CH:57]=[CH:56][C:54]([NH2:55])=[CH:53][CH:52]=1.C(N(CC)C(C)C)(C)C. (2) Given the product [CH3:1][C:2]1([CH3:12])[O:6][C@H:5]([CH2:7][CH2:8][OH:9])[CH2:4][O:3]1, predict the reactants needed to synthesize it. The reactants are: [CH3:1][C:2]1([CH3:12])[O:6][C@H:5]([CH2:7][C:8](OC)=[O:9])[CH2:4][O:3]1.[H-].[Al+3].[Li+].[H-].[H-].[H-].O.O.O.O.O.O.O.O.O.O.S([O-])([O-])(=O)=O.[Na+].[Na+]. (3) Given the product [CH3:2][S:3](/[N:6]=[C:7](\[O-:8])/[C:9]1[CH:10]=[C:11]([O:18][C:19]2[CH:20]=[CH:21][C:22]([C:26]([F:28])([F:27])[F:29])=[CH:23][C:24]=2[Cl:25])[CH:12]=[CH:13][C:14]=1[N+:15]([O-:17])=[O:16])(=[O:5])=[O:4].[Na+:31], predict the reactants needed to synthesize it. The reactants are: [Na].[CH3:2][S:3]([NH:6][C:7]([C:9]1[CH:10]=[C:11]([O:18][C:19]2[CH:20]=[CH:21][C:22]([C:26]([F:29])([F:28])[F:27])=[CH:23][C:24]=2[Cl:25])[CH:12]=[CH:13][C:14]=1[N+:15]([O-:17])=[O:16])=[O:8])(=[O:5])=[O:4].[OH-].[Na+:31]. (4) The reactants are: [NH:1]1[C:9]2[C:4](=[CH:5][C:6]([N:10]3[CH:15]=[CH:14][C:13]([C:16]4[CH:21]=[CH:20][C:19]([C:22]([F:25])([F:24])[F:23])=[CH:18][CH:17]=4)=[CH:12][C:11]3=[O:26])=[CH:7][CH:8]=2)[CH:3]=[N:2]1.Br[CH2:28][CH2:29][Cl:30].C([O-])([O-])=O.[Cs+].[Cs+]. Given the product [Cl:30][CH2:29][CH2:28][N:1]1[C:9]2[C:4](=[CH:5][C:6]([N:10]3[CH:15]=[CH:14][C:13]([C:16]4[CH:21]=[CH:20][C:19]([C:22]([F:24])([F:25])[F:23])=[CH:18][CH:17]=4)=[CH:12][C:11]3=[O:26])=[CH:7][CH:8]=2)[CH:3]=[N:2]1, predict the reactants needed to synthesize it. (5) Given the product [Cl:19][C:14]1[CH:15]=[CH:16][CH:17]=[C:18]2[C:13]=1[N:12]=[CH:11][N:10]=[C:9]2[C:3]1[CH:4]=[C:5]([O:8][C:21]2[CH:26]=[C:25]([S:27]([CH3:30])(=[O:28])=[O:29])[CH:24]=[C:23]([Cl:31])[CH:22]=2)[CH:6]=[CH:7][C:2]=1[Cl:1], predict the reactants needed to synthesize it. The reactants are: [Cl:1][C:2]1[CH:7]=[CH:6][C:5]([OH:8])=[CH:4][C:3]=1[C:9]1[C:18]2[C:13](=[C:14]([Cl:19])[CH:15]=[CH:16][CH:17]=2)[N:12]=[CH:11][N:10]=1.Cl[C:21]1[CH:26]=[C:25]([S:27]([CH3:30])(=[O:29])=[O:28])[CH:24]=[C:23]([Cl:31])[CH:22]=1. (6) Given the product [NH2:18][C:15]1[CH:16]=[CH:17][C:12]([CH:5]([CH3:6])[C:4]([OH:20])=[O:3])=[CH:13][C:14]=1[F:19], predict the reactants needed to synthesize it. The reactants are: C([O:3][C:4](=[O:20])[C:5]([C:12]1[CH:17]=[CH:16][C:15]([NH2:18])=[C:14]([F:19])[CH:13]=1)(C)[C:6](OCC)=O)C.[OH-].[Na+]. (7) Given the product [Cl:1][C:2]1[CH:43]=[CH:42][C:5]2[N:6]([S:31]([C:34]3[CH:35]=[CH:36][C:37]([O:40][CH3:41])=[CH:38][CH:39]=3)(=[O:33])=[O:32])[C:7](=[O:30])[N:8]([CH:9]([C:24]3[CH:25]=[CH:26][CH:27]=[CH:28][CH:29]=3)[C:10](=[O:23])[N:11]3[CH2:12][CH2:13][N:14]([CH:17]4[CH2:18][CH2:19][N:20]([CH2:44][CH2:45][CH3:46])[CH2:21][CH2:22]4)[CH2:15][CH2:16]3)[C:4]=2[CH:3]=1, predict the reactants needed to synthesize it. The reactants are: [Cl:1][C:2]1[CH:43]=[CH:42][C:5]2[N:6]([S:31]([C:34]3[CH:39]=[CH:38][C:37]([O:40][CH3:41])=[CH:36][CH:35]=3)(=[O:33])=[O:32])[C:7](=[O:30])[N:8]([CH:9]([C:24]3[CH:29]=[CH:28][CH:27]=[CH:26][CH:25]=3)[C:10](=[O:23])[N:11]3[CH2:16][CH2:15][N:14]([CH:17]4[CH2:22][CH2:21][NH:20][CH2:19][CH2:18]4)[CH2:13][CH2:12]3)[C:4]=2[CH:3]=1.[CH:44](=O)[CH2:45][CH3:46].